This data is from HIV replication inhibition screening data with 41,000+ compounds from the AIDS Antiviral Screen. The task is: Binary Classification. Given a drug SMILES string, predict its activity (active/inactive) in a high-throughput screening assay against a specified biological target. (1) The drug is C=C1CCCCCCCCCC=C1SCCCSC. The result is 0 (inactive). (2) The drug is O=C(OCc1ccccc1)N1CCC(O)C(CNC23CC4CC(CC(C4)C2)C3)C1. The result is 0 (inactive). (3) The molecule is CCOCc1cc(=O)c2c(OC)cc3c(c2o1)CCC(C)(C)O3. The result is 0 (inactive).